This data is from Forward reaction prediction with 1.9M reactions from USPTO patents (1976-2016). The task is: Predict the product of the given reaction. (1) Given the reactants [SH:1][C:2]1[N:6]([CH2:7][C:8]([O:10][C:11]([CH3:14])([CH3:13])[CH3:12])=[O:9])[C:5]2[CH:15]=[CH:16][CH:17]=[CH:18][C:4]=2[N:3]=1.[CH2:19]([O:21][C:22](=[O:29])[CH2:23][CH2:24][CH2:25][CH2:26][CH2:27]Br)[CH3:20].C([O-])([O-])=O.[K+].[K+], predict the reaction product. The product is: [C:11]([O:10][C:8](=[O:9])[CH2:7][N:6]1[C:5]2[CH:15]=[CH:16][CH:17]=[CH:18][C:4]=2[N:3]=[C:2]1[S:1][CH2:27][CH2:26][CH2:25][CH2:24][CH2:23][C:22]([O:21][CH2:19][CH3:20])=[O:29])([CH3:13])([CH3:14])[CH3:12]. (2) Given the reactants F[C:2]1[C:7]([C:8]([F:11])([F:10])[F:9])=[CH:6][C:5]([C:12]2[O:13][C:14]3[CH:20]=[CH:19][CH:18]=[CH:17][C:15]=3[N:16]=2)=[CH:4][C:3]=1[N+:21]([O-])=O.N[CH:25]1[CH2:30][CH2:29][O:28][CH2:27]C1.O.[H][H].C(#[N:36])C, predict the reaction product. The product is: [O:28]1[CH2:27][CH2:25][CH2:30][CH:29]1[NH:36][C:2]1[C:7]([C:8]([F:11])([F:10])[F:9])=[CH:6][C:5]([C:12]2[O:13][C:14]3[CH:20]=[CH:19][CH:18]=[CH:17][C:15]=3[N:16]=2)=[CH:4][C:3]=1[NH2:21]. (3) Given the reactants [NH:1]1[CH:5]=[CH:4][CH:3]=[CH:2]1.CCCCCC.C([Li])CCC.Br[CH2:18][CH2:19][CH2:20][CH2:21][CH2:22][CH2:23][O:24][CH:25]1[CH2:30][CH2:29][CH2:28][CH2:27][O:26]1.O, predict the reaction product. The product is: [O:26]1[CH2:27][CH2:28][CH2:29][CH2:30][CH:25]1[O:24][CH2:23][CH2:22][CH2:21][CH2:20][CH2:19][CH2:18][N:1]1[CH:5]=[CH:4][CH:3]=[CH:2]1.